Dataset: Full USPTO retrosynthesis dataset with 1.9M reactions from patents (1976-2016). Task: Predict the reactants needed to synthesize the given product. Given the product [N:3]1[CH:4]=[CH:5][CH:6]=[CH:7][C:2]=1[C:15]([C@H:17]1[O:22][CH2:21][CH2:20][N:19]([C:23]([O:25][C:26]([CH3:29])([CH3:28])[CH3:27])=[O:24])[CH2:18]1)=[O:16], predict the reactants needed to synthesize it. The reactants are: I[C:2]1[CH:7]=[CH:6][CH:5]=[CH:4][N:3]=1.C([Mg]Cl)C.CON(C)[C:15]([C@H:17]1[O:22][CH2:21][CH2:20][N:19]([C:23]([O:25][C:26]([CH3:29])([CH3:28])[CH3:27])=[O:24])[CH2:18]1)=[O:16].[NH4+].[Cl-].